From a dataset of Full USPTO retrosynthesis dataset with 1.9M reactions from patents (1976-2016). Predict the reactants needed to synthesize the given product. (1) Given the product [C:56]([OH:65])(=[O:64])[CH:57]([CH:59]([C:61]([OH:63])=[O:62])[OH:60])[OH:58].[CH2:5]([O:12][CH2:13][CH2:14][C@H:15]1[CH2:20][CH2:19][C@H:18]([C@H:21]2[CH2:25][CH2:24][CH2:23][NH:22]2)[CH2:17][CH2:16]1)[C:6]1[CH:11]=[CH:10][CH:9]=[CH:8][CH:7]=1, predict the reactants needed to synthesize it. The reactants are: C([O-])=O.[NH4+].[CH2:5]([O:12][CH2:13][CH2:14][C@H:15]1[CH2:20][CH2:19][C@H:18]([C@H:21]2[CH2:25][CH2:24][CH2:23][N:22]2[C@@H](C2C=CC=CC=2)CO)[CH2:17][CH2:16]1)[C:6]1[CH:11]=[CH:10][CH:9]=[CH:8][CH:7]=1.C(OCC[C@H]1CC[C@H]([C@H]2CCCN2)CC1)C1C=CC=CC=1.[C:56]([OH:65])(=[O:64])[C@@H:57]([C@H:59]([C:61]([OH:63])=[O:62])[OH:60])[OH:58]. (2) Given the product [C:1]([C:3]1[CH:4]=[C:5]([S:9]([N:19]([C:20]([O:22][C:23]([CH3:26])([CH3:25])[CH3:24])=[O:21])[CH:13]2[CH2:18][CH2:17][CH2:16][CH2:15][CH2:14]2)(=[O:11])=[O:10])[CH:6]=[CH:7][CH:8]=1)#[N:2], predict the reactants needed to synthesize it. The reactants are: [C:1]([C:3]1[CH:4]=[C:5]([S:9](Cl)(=[O:11])=[O:10])[CH:6]=[CH:7][CH:8]=1)#[N:2].[CH:13]1([NH2:19])[CH2:18][CH2:17][CH2:16][CH2:15][CH2:14]1.[C:20](O[C:20]([O:22][C:23]([CH3:26])([CH3:25])[CH3:24])=[O:21])([O:22][C:23]([CH3:26])([CH3:25])[CH3:24])=[O:21].C(#N)C. (3) The reactants are: [C:1]([O:4][NH:5][C:6](=[NH:22])[CH2:7][C:8]1([N:13]2[C:17]3=[N:18][CH:19]=[CH:20][CH:21]=[C:16]3[CH:15]=[CH:14]2)[CH2:12][CH2:11][CH2:10][CH2:9]1)(=[O:3])[CH3:2]. Given the product [C:1]([OH:4])(=[O:3])[CH3:2].[N:13]1([C:8]2([CH2:7][C:6]([NH2:22])=[NH:5])[CH2:12][CH2:11][CH2:10][CH2:9]2)[C:17]2=[N:18][CH:19]=[CH:20][CH:21]=[C:16]2[CH:15]=[CH:14]1, predict the reactants needed to synthesize it.